Dataset: Peptide-MHC class II binding affinity with 134,281 pairs from IEDB. Task: Regression. Given a peptide amino acid sequence and an MHC pseudo amino acid sequence, predict their binding affinity value. This is MHC class II binding data. The peptide sequence is YDKFLANVSYVLTGK. The MHC is DRB1_0405 with pseudo-sequence DRB1_0405. The binding affinity (normalized) is 0.507.